This data is from Reaction yield outcomes from USPTO patents with 853,638 reactions. The task is: Predict the reaction yield, written as a fraction of the theoretical maximum amount of product (1.0 means a 100% yield; for example, 0.34 means a 34% yield). (1) The reactants are [C:1]([O:9][CH2:10][C@:11]([O:15][CH2:16][CH:17]=[CH2:18])([CH3:14])C=C)(=[O:8])[C:2]1[CH:7]=[CH:6][CH:5]=[CH:4][CH:3]=1. The catalyst is C(Cl)Cl.Cl[Ru](=C1N(C2C(C)=CC(C)=CC=2C)CCN1C1C(C)=CC(C)=CC=1C)(Cl)(=CC1C=CC=CC=1)[P](C1CCCCC1)(C1CCCCC1)C1CCCCC1. The product is [C:1]([O:9][CH2:10][C@:11]1([CH3:14])[CH:18]=[CH:17][CH2:16][O:15]1)(=[O:8])[C:2]1[CH:3]=[CH:4][CH:5]=[CH:6][CH:7]=1. The yield is 0.790. (2) The reactants are C(OC([N:8]1[CH2:12][CH2:11][C@@H:10]([NH:13][C:14]2[C:15]3[CH:36]=[CH:35][N:34]=[CH:33][C:16]=3[N:17]=[C:18]([N:20]3[CH2:25][CH2:24][O:23][CH:22]([CH2:26][C:27]4[CH:32]=[CH:31][CH:30]=[CH:29][CH:28]=4)[CH2:21]3)[N:19]=2)[CH2:9]1)=O)(C)(C)C. The catalyst is Cl.O1CCOCC1.CO. The product is [CH2:26]([CH:22]1[O:23][CH2:24][CH2:25][N:20]([C:18]2[N:19]=[C:14]([NH:13][C@@H:10]3[CH2:11][CH2:12][NH:8][CH2:9]3)[C:15]3[CH:36]=[CH:35][N:34]=[CH:33][C:16]=3[N:17]=2)[CH2:21]1)[C:27]1[CH:28]=[CH:29][CH:30]=[CH:31][CH:32]=1. The yield is 0.780.